From a dataset of Reaction yield outcomes from USPTO patents with 853,638 reactions. Predict the reaction yield, written as a fraction of the theoretical maximum amount of product (1.0 means a 100% yield; for example, 0.34 means a 34% yield). The reactants are Cl.[CH3:2][O:3][C:4](=[O:22])[C@H:5]([CH2:7][C:8]1[CH:13]=[CH:12][C:11]([C:14]2[C:15](=[O:21])[N:16]([CH3:20])[CH:17]=[CH:18][CH:19]=2)=[CH:10][CH:9]=1)[NH2:6].[Cl:23][C:24]1[CH:32]=[CH:31][CH:30]=[C:29]([CH3:33])[C:25]=1[C:26](O)=[O:27].CN(C(ON1N=NC2C=CC=CC1=2)=[N+](C)C)C.F[P-](F)(F)(F)(F)F.CCN(C(C)C)C(C)C. The catalyst is CN(C=O)C.O. The product is [CH3:2][O:3][C:4](=[O:22])[C@H:5]([CH2:7][C:8]1[CH:9]=[CH:10][C:11]([C:14]2[C:15](=[O:21])[N:16]([CH3:20])[CH:17]=[CH:18][CH:19]=2)=[CH:12][CH:13]=1)[NH:6][C:26]([C:25]1[C:29]([CH3:33])=[CH:30][CH:31]=[CH:32][C:24]=1[Cl:23])=[O:27]. The yield is 0.880.